This data is from Full USPTO retrosynthesis dataset with 1.9M reactions from patents (1976-2016). The task is: Predict the reactants needed to synthesize the given product. (1) Given the product [Cl:24][C:23]1[CH:22]=[CH:21][CH:20]=[C:16]2[C:15]=1[N:14]=[C:3]([C:2]([F:13])([F:1])[C:6]1[N:11]=[CH:10][C:9]([F:12])=[CH:8][N:7]=1)[N:48]=[C:17]2[OH:18], predict the reactants needed to synthesize it. The reactants are: [F:1][C:2]([F:13])([C:6]1[N:11]=[CH:10][C:9]([F:12])=[CH:8][N:7]=1)[C:3](O)=O.[NH2:14][C:15]1[C:23]([Cl:24])=[CH:22][CH:21]=[CH:20][C:16]=1[C:17](O)=[O:18].P(OC1C=CC=CC=1)(OC1C=CC=CC=1)OC1C=CC=CC=1.Cl.[NH2:48]CCC(OCC)=O. (2) Given the product [F:1][C:2]1[CH:7]=[C:6]([C:8]2[CH:17]=[C:16]3[C:11]([CH:12]=[CH:13][CH:14]=[N:15]3)=[CH:10][CH:9]=2)[CH:5]=[CH:4][C:3]=1[N:18]1[C:19]([CH2:24][C@@H:25]2[CH2:29][CH2:28][N:27]([C:30]([C:38]3([CH3:37])[CH2:40][CH2:39]3)=[O:31])[CH2:26]2)=[N:20][NH:21][C:22]1=[O:23], predict the reactants needed to synthesize it. The reactants are: [F:1][C:2]1[CH:7]=[C:6]([C:8]2[CH:17]=[C:16]3[C:11]([CH:12]=[CH:13][CH:14]=[N:15]3)=[CH:10][CH:9]=2)[CH:5]=[CH:4][C:3]=1[N:18]1[C:22](=[O:23])[NH:21][N:20]=[C:19]1[CH2:24][C@@H:25]1[CH2:29][CH2:28][N:27]([C:30](OC(C)(C)C)=[O:31])[CH2:26]1.[CH3:37][C:38]1(C(O)=O)[CH2:40][CH2:39]1.ON1C2C=CC=CC=2N=N1.Cl.CN(C)CCCN=C=NCC.C(N(CC)C(C)C)(C)C. (3) Given the product [F:1][C:2]1[CH:7]=[CH:6][CH:5]=[C:4]2[C:3]=1[C:11]1([CH2:14][CH2:13][CH2:12]1)[C:15](=[O:17])[NH:8]2, predict the reactants needed to synthesize it. The reactants are: [F:1][C:2]1[CH:7]=[CH:6][CH:5]=[C:4]([N+:8]([O-])=O)[C:3]=1[C:11]1([C:15]([O:17]C)=O)[CH2:14][CH2:13][CH2:12]1. (4) Given the product [N:27]1([CH2:26][C:25]2[CH:24]=[CH:23][C:22]([C:7]3[CH:6]=[C:5]([CH2:1][CH:2]([CH3:4])[CH3:3])[S:9][C:8]=3[S:10]([NH:13][C:14]([CH3:17])([CH3:16])[CH3:15])(=[O:12])=[O:11])=[CH:33][CH:32]=2)[CH:31]=[CH:30][N:29]=[CH:28]1, predict the reactants needed to synthesize it. The reactants are: [CH2:1]([C:5]1[S:9][C:8]([S:10]([NH:13][C:14]([CH3:17])([CH3:16])[CH3:15])(=[O:12])=[O:11])=[C:7](B(O)O)[CH:6]=1)[CH:2]([CH3:4])[CH3:3].Br[C:22]1[CH:33]=[CH:32][C:25]([CH2:26][N:27]2[CH:31]=[CH:30][N:29]=[CH:28]2)=[CH:24][CH:23]=1.C1(C)C=CC=CC=1.[OH-].[Na+]. (5) Given the product [Cl:1][C:2]1[CH:3]=[N:4][C:5]2[N:6]([N:8]=[C:9]([C:11]([N:16]3[CH2:17][CH2:18][C:19]4[C:24](=[CH:23][CH:22]=[C:21]([N:25]5[CH2:30][CH2:29][O:28][CH2:27][CH2:26]5)[CH:20]=4)[CH:15]3[CH3:14])=[O:13])[CH:10]=2)[CH:7]=1, predict the reactants needed to synthesize it. The reactants are: [Cl:1][C:2]1[CH:3]=[N:4][C:5]2[N:6]([N:8]=[C:9]([C:11]([OH:13])=O)[CH:10]=2)[CH:7]=1.[CH3:14][CH:15]1[C:24]2[C:19](=[CH:20][C:21]([N:25]3[CH2:30][CH2:29][O:28][CH2:27][CH2:26]3)=[CH:22][CH:23]=2)[CH2:18][CH2:17][NH:16]1. (6) Given the product [CH2:13]([NH:6][C:5]1[CH:7]=[CH:8][C:2]([Cl:1])=[CH:3][CH:4]=1)[CH:12]=[CH2:11], predict the reactants needed to synthesize it. The reactants are: [Cl:1][C:2]1[CH:8]=[CH:7][C:5]([NH2:6])=[CH:4][CH:3]=1.[OH-].[Na+].[CH2:11](Br)[CH:12]=[CH2:13]. (7) Given the product [NH2:39][C:32]1[NH:33][C:34](=[O:38])[C:35]2[N:36]=[CH:37][N:29]([C@H:6]3[C@H:5]([OH:4])[C@H:9]([O:10][CH2:11][C:12]4[CH:17]=[CH:16][CH:15]=[CH:14][CH:13]=4)[C@:8]([CH2:20][O:21][CH2:22][C:23]4[CH:24]=[CH:25][CH:26]=[CH:27][CH:28]=4)([CH:18]=[CH2:19])[O:7]3)[C:30]=2[N:31]=1, predict the reactants needed to synthesize it. The reactants are: C([O:4][C@@H:5]1[C@H:9]([O:10][CH2:11][C:12]2[CH:17]=[CH:16][CH:15]=[CH:14][CH:13]=2)[C@:8]([CH2:20][O:21][CH2:22][C:23]2[CH:28]=[CH:27][CH:26]=[CH:25][CH:24]=2)([CH:18]=[CH2:19])[O:7][C@H:6]1[N:29]1[CH:37]=[N:36][C:35]2[C:34](=[O:38])[NH:33][C:32]([NH:39]C(=O)C(C)C)=[N:31][C:30]1=2)(=O)C.